Dataset: Forward reaction prediction with 1.9M reactions from USPTO patents (1976-2016). Task: Predict the product of the given reaction. Given the reactants [CH3:1][P:2]([CH2:5][N:6]1[CH2:11][CH2:10][NH:9][CH2:8][CH2:7]1)([CH3:4])=[O:3].C(N(CC)CC)C.Br[CH2:20][C:21]1[CH:26]=[CH:25][C:24]([N+:27]([O-:29])=[O:28])=[CH:23][C:22]=1[C:30]([F:33])([F:32])[F:31], predict the reaction product. The product is: [CH3:4][P:2]([CH2:5][N:6]1[CH2:7][CH2:8][N:9]([CH2:20][C:21]2[CH:26]=[CH:25][C:24]([N+:27]([O-:29])=[O:28])=[CH:23][C:22]=2[C:30]([F:31])([F:32])[F:33])[CH2:10][CH2:11]1)([CH3:1])=[O:3].